Dataset: Catalyst prediction with 721,799 reactions and 888 catalyst types from USPTO. Task: Predict which catalyst facilitates the given reaction. (1) Reactant: Cl[CH2:2][CH2:3][CH2:4][O:5][C:6]1[CH:11]=[CH:10][C:9]([C:12]2[O:13][CH2:14][C:15]([CH3:18])([CH3:17])[N:16]=2)=[CH:8][CH:7]=1.[I-].[Na+].[Na].[CH3:22][CH:23]1[CH2:27][CH2:26][CH:25]([CH3:28])[NH:24]1. Product: [CH3:22][CH:23]1[CH2:27][CH2:26][CH:25]([CH3:28])[N:24]1[CH2:2][CH2:3][CH2:4][O:5][C:6]1[CH:11]=[CH:10][C:9]([C:12]2[O:13][CH2:14][C:15]([CH3:18])([CH3:17])[N:16]=2)=[CH:8][CH:7]=1. The catalyst class is: 647. (2) Reactant: [NH2:1][C@H:2]([C:10]([NH:12][C@H:13]([C:21]([NH:23][C@H:24]([C:33]([O:35][CH2:36][CH3:37])=[O:34])[CH2:25][C:26]1[CH:31]=[CH:30][C:29]([OH:32])=[CH:28][CH:27]=1)=[O:22])[CH2:14][C:15]1[CH:20]=[CH:19][CH:18]=[CH:17][CH:16]=1)=[O:11])[CH2:3][C:4]1[CH:9]=[CH:8][CH:7]=[CH:6][CH:5]=1.C1C(=O)N([O:45][C:46]([CH2:48][NH:49][C:50]([O:52][CH2:53][C:54]2[CH:59]=[CH:58][CH:57]=[CH:56][CH:55]=2)=[O:51])=O)C(=O)C1.CN1CCOCC1. Product: [NH:49]([C:50]([O:52][CH2:53][C:54]1[CH:59]=[CH:58][CH:57]=[CH:56][CH:55]=1)=[O:51])[CH2:48][C:46]([NH:1][C@H:2]([C:10]([NH:12][C@H:13]([C:21]([NH:23][C@H:24]([C:33]([O:35][CH2:36][CH3:37])=[O:34])[CH2:25][C:26]1[CH:31]=[CH:30][C:29]([OH:32])=[CH:28][CH:27]=1)=[O:22])[CH2:14][C:15]1[CH:20]=[CH:19][CH:18]=[CH:17][CH:16]=1)=[O:11])[CH2:3][C:4]1[CH:5]=[CH:6][CH:7]=[CH:8][CH:9]=1)=[O:45]. The catalyst class is: 1. (3) Product: [CH:19]([C:22]1[CH:23]=[CH:24][C:25]([S:28]([NH:31][C:2]2[C:7]([O:8][C:9]3[CH:14]=[CH:13][CH:12]=[CH:11][C:10]=3[O:15][CH3:16])=[C:6]([Cl:17])[N:5]=[CH:4][N:3]=2)(=[O:30])=[O:29])=[N:26][CH:27]=1)([CH3:21])[CH3:20]. The catalyst class is: 3. Reactant: Cl[C:2]1[C:7]([O:8][C:9]2[CH:14]=[CH:13][CH:12]=[CH:11][C:10]=2[O:15][CH3:16])=[C:6]([Cl:17])[N:5]=[CH:4][N:3]=1.[K+].[CH:19]([C:22]1[CH:23]=[CH:24][C:25]([S:28]([NH-:31])(=[O:30])=[O:29])=[N:26][CH:27]=1)([CH3:21])[CH3:20]. (4) Reactant: [S:1]1[C:5]2[CH:6]=[CH:7][CH:8]=[CH:9][C:4]=2[N:3]=[C:2]1[CH2:10][C:11]#[N:12].[H-].[Na+].Cl[C:16]1[N:21]=[CH:20][CH:19]=[CH:18][N:17]=1.Cl. Product: [S:1]1[C:5]2[CH:6]=[CH:7][CH:8]=[CH:9][C:4]=2[NH:3][C:2]1=[C:10]([C:16]1[N:21]=[CH:20][CH:19]=[CH:18][N:17]=1)[C:11]#[N:12]. The catalyst class is: 20. (5) Reactant: [N:1]1([C:11]([O:13][C:14]([CH3:17])([CH3:16])[CH3:15])=[O:12])[CH2:6][CH2:5][CH:4]([C:7]([O:9]C)=O)[CH2:3][CH2:2]1.[CH3:18][P:19](=[O:24])([O:22][CH3:23])[O:20][CH3:21].C([N-]C(C)C)(C)C.[Li+].Cl. Product: [CH3:21][O:20][P:19]([CH2:18][C:7]([CH:4]1[CH2:3][CH2:2][N:1]([C:11]([O:13][C:14]([CH3:17])([CH3:16])[CH3:15])=[O:12])[CH2:6][CH2:5]1)=[O:9])([O:22][CH3:23])=[O:24]. The catalyst class is: 7. (6) Product: [CH3:19][C:17]1[N:18]=[C:14]([NH:13][C:9]2[CH:8]=[C:7]([O:6][C:5]3[CH:4]=[C:3]([OH:2])[CH:22]=[CH:21][CH:20]=3)[CH:12]=[CH:11][N:10]=2)[S:15][CH:16]=1. Reactant: C[O:2][C:3]1[CH:4]=[C:5]([CH:20]=[CH:21][CH:22]=1)[O:6][C:7]1[CH:12]=[CH:11][N:10]=[C:9]([NH:13][C:14]2[S:15][CH:16]=[C:17]([CH3:19])[N:18]=2)[CH:8]=1.BrB(Br)Br.CC(=CC)C.C([O-])(O)=O.[Na+]. The catalyst class is: 229. (7) Reactant: [Cl:1][C:2]1[N:7]=[C:6]([NH:8][CH:9]2[CH2:12][CH2:11][CH2:10]2)[CH:5]=[N:4][CH:3]=1.[CH2:13]([Li])CCC.CI.[Cl-].[NH4+]. Product: [Cl:1][C:2]1[N:7]=[C:6]([N:8]([CH:9]2[CH2:12][CH2:11][CH2:10]2)[CH3:13])[CH:5]=[N:4][CH:3]=1. The catalyst class is: 1. (8) Reactant: P(Cl)(Cl)(Cl)=O.[C:6]1([CH:12]=[CH:13][CH:14](O)[CH3:15])[CH:11]=[CH:10][CH:9]=[CH:8][CH:7]=1.[C:17]([O-])(=O)[CH3:18].[Na+].CN(C)[CH:24]=[O:25]. Product: [C:6]1([C:12]([C:18]2[CH:17]=[CH:8][CH:7]=[CH:6][CH:11]=2)=[CH:13][CH:14]=[CH:15][CH:24]=[O:25])[CH:11]=[CH:10][CH:9]=[CH:8][CH:7]=1. The catalyst class is: 6. (9) Reactant: Cl.[CH2:2]([O:4][C:5](=[O:21])[CH:6]([CH2:14][C:15]1[CH:20]=[CH:19][CH:18]=[CH:17][CH:16]=1)[CH2:7][P:8]([CH:11](N)[CH3:12])([OH:10])=[O:9])[CH3:3].[C:22]([O:26][C:27]([NH:29][CH:30]([C:36]([N:38]1[CH2:42][CH2:41][CH2:40][CH:39]1[C:43]#[N:44])=[O:37])[CH2:31][CH2:32][C:33](O)=[O:34])=[O:28])([CH3:25])([CH3:24])[CH3:23].CN1CCOCC1.Cl.CN(C)CCCN=C=NCC.OC1C2N=NNC=2C=CC=1. Product: [CH2:2]([O:4][C:5](=[O:21])[CH:6]([CH2:14][C:15]1[CH:20]=[CH:19][CH:18]=[CH:17][CH:16]=1)[CH2:7][P:8]([CH:11]([C:33](=[O:34])[CH2:32][CH2:31][CH:30]([NH:29][C:27]([O:26][C:22]([CH3:24])([CH3:23])[CH3:25])=[O:28])[C:36]([N:38]1[CH2:42][CH2:41][CH2:40][CH:39]1[C:43]#[N:44])=[O:37])[CH3:12])([OH:10])=[O:9])[CH3:3]. The catalyst class is: 96.